Dataset: Caco-2 cell permeability data measuring drug intestinal absorption for ~900 compounds. Task: Regression/Classification. Given a drug SMILES string, predict its absorption, distribution, metabolism, or excretion properties. Task type varies by dataset: regression for continuous measurements (e.g., permeability, clearance, half-life) or binary classification for categorical outcomes (e.g., BBB penetration, CYP inhibition). For this dataset (caco2_wang), we predict Y. (1) The drug is CC1(C)C2[C@@H](O)C[C@@H]3C4(CC[C@]5(C)[C@@H]([C@]6(C)CC[C@H](C(C)(C)O)O6)[C@@H](O)C[C@@]35C)CC24CC[C@@H]1O. The Y is -4.50 log Papp (cm/s). (2) The molecule is COc1cc2nc(N3CCN(C(=O)C4CCCO4)CC3)nc(N)c2cc1OC. The Y is -4.61 log Papp (cm/s). (3) The compound is Cc1cn([C@H]2C[C@H](N=[N+]=[N-])[C@@H](CO)O2)c(=O)[nH]c1=O. The Y is -5.06 log Papp (cm/s).